From a dataset of Reaction yield outcomes from USPTO patents with 853,638 reactions. Predict the reaction yield, written as a fraction of the theoretical maximum amount of product (1.0 means a 100% yield; for example, 0.34 means a 34% yield). (1) The reactants are C([N:8]1[CH2:13][CH:12]=[C:11]([C:14]2[CH:19]=[CH:18][CH:17]=[CH:16][C:15]=2[C:20]([F:23])([F:22])[F:21])[CH2:10][CH2:9]1)C1C=CC=CC=1.[C:24]([C:28]1[CH:33]=[CH:32][C:31]([S:34](Cl)(=[O:36])=[O:35])=[CH:30][CH:29]=1)([CH3:27])([CH3:26])[CH3:25]. No catalyst specified. The product is [C:24]([C:28]1[CH:33]=[CH:32][C:31]([S:34]([N:8]2[CH2:9][CH2:10][CH:11]([C:14]3[CH:19]=[CH:18][CH:17]=[CH:16][C:15]=3[C:20]([F:21])([F:22])[F:23])[CH2:12][CH2:13]2)(=[O:36])=[O:35])=[CH:30][CH:29]=1)([CH3:27])([CH3:25])[CH3:26]. The yield is 0.490. (2) No catalyst specified. The yield is 0.440. The reactants are [Cl:1][C:2]1[S:6][C:5]([S:7]([NH2:10])(=[O:9])=[O:8])=[CH:4][CH:3]=1.[NH2:11][C:12]1[CH:17]=[CH:16][C:15]([N:18]2[C:22](=[O:23])[C:21]3[CH:24]=[C:25]([Cl:28])[CH:26]=[CH:27][C:20]=3[C:19]2=[O:29])=[C:14]([CH3:30])[CH:13]=1.[C:31](Cl)(=[O:35])[C:32](Cl)=[O:33]. The product is [Cl:1][C:2]1[S:6][C:5]([S:7]([NH:10][C:31](=[O:35])[C:32]([NH:11][C:12]2[CH:17]=[CH:16][C:15]([N:18]3[C:22](=[O:23])[C:21]4[CH:24]=[C:25]([Cl:28])[CH:26]=[CH:27][C:20]=4[C:19]3=[O:29])=[C:14]([CH3:30])[CH:13]=2)=[O:33])(=[O:9])=[O:8])=[CH:4][CH:3]=1. (3) The reactants are CN(C(ON1N=NC2C=CC=CC1=2)=[N+](C)C)C.[B-](F)(F)(F)F.[C:23]([O:27][C:28]([N:30]([CH2:35][CH2:36][CH2:37][CH2:38][CH2:39][O:40][C:41]1[CH:46]=[CH:45][C:44]([C:47]([O:49][CH3:50])=[O:48])=[CH:43][CH:42]=1)[CH2:31][C:32]([OH:34])=O)=[O:29])([CH3:26])([CH3:25])[CH3:24].[NH2:51][C@@H:52]([C:77]([CH3:80])([CH3:79])[CH3:78])[C:53]([N:55]1[CH2:59][C@H:58]([OH:60])[CH2:57][C@H:56]1[C:61]([NH:63][CH2:64][C:65]1[CH:70]=[CH:69][C:68]([C:71]2[S:75][CH:74]=[N:73][C:72]=2[CH3:76])=[CH:67][CH:66]=1)=[O:62])=[O:54].CCN(C(C)C)C(C)C. The catalyst is CN(C=O)C.CCOC(C)=O. The product is [C:23]([O:27][C:28]([N:30]([CH2:31][C:32](=[O:34])[NH:51][C@@H:52]([C:77]([CH3:80])([CH3:79])[CH3:78])[C:53]([N:55]1[CH2:59][C@H:58]([OH:60])[CH2:57][C@H:56]1[C:61](=[O:62])[NH:63][CH2:64][C:65]1[CH:66]=[CH:67][C:68]([C:71]2[S:75][CH:74]=[N:73][C:72]=2[CH3:76])=[CH:69][CH:70]=1)=[O:54])[CH2:35][CH2:36][CH2:37][CH2:38][CH2:39][O:40][C:41]1[CH:42]=[CH:43][C:44]([C:47]([O:49][CH3:50])=[O:48])=[CH:45][CH:46]=1)=[O:29])([CH3:26])([CH3:25])[CH3:24]. The yield is 0.640. (4) The reactants are [OH:1][CH:2]([C:6]1[CH:7]=[C:8]2[C:16](=[CH:17][CH:18]=1)[C:15]1[S:14][C:13]([C:19]3[O:23][N:22]=[C:21]([C:24]4[CH:29]=[CH:28][CH:27]=[CH:26][CH:25]=4)[C:20]=3[C:30]([F:33])([F:32])[F:31])=[N:12][C:11]=1[CH2:10][CH2:9]2)[C:3]([OH:5])=O.C[N:35]1CC[O:38][CH2:37][CH2:36]1.NCCO.CN(C(ON1N=NC2C=CC=NC1=2)=[N+](C)C)C.F[P-](F)(F)(F)(F)F.C(O)(C(F)(F)F)=O. The catalyst is CN(C=O)C.CO.O. The product is [OH:1][CH:2]([C:6]1[CH:7]=[C:8]2[C:16](=[CH:17][CH:18]=1)[C:15]1[S:14][C:13]([C:19]3[O:23][N:22]=[C:21]([C:24]4[CH:29]=[CH:28][CH:27]=[CH:26][CH:25]=4)[C:20]=3[C:30]([F:33])([F:31])[F:32])=[N:12][C:11]=1[CH2:10][CH2:9]2)[C:3]([NH:35][CH2:36][CH2:37][OH:38])=[O:5]. The yield is 0.350. (5) The catalyst is C(Cl)(Cl)Cl.O. The yield is 0.360. The product is [CH3:1][O:2][C:3]1[CH:4]=[C:5]2[C:10](=[CH:11][C:12]=1[O:13][CH3:14])[N:9]=[CH:8][CH:7]=[C:6]2[O:15][C:16]1[C:22]([CH3:23])=[CH:21][C:19]([NH:20][C:36]([NH:48][CH2:47][CH2:46][N:45]([CH3:49])[CH3:44])=[O:42])=[C:18]([CH3:24])[CH:17]=1. The reactants are [CH3:1][O:2][C:3]1[CH:4]=[C:5]2[C:10](=[CH:11][C:12]=1[O:13][CH3:14])[N:9]=[CH:8][CH:7]=[C:6]2[O:15][C:16]1[C:22]([CH3:23])=[CH:21][C:19]([NH2:20])=[C:18]([CH3:24])[CH:17]=1.C(N(CC)CC)C.ClC(Cl)(O[C:36](=[O:42])OC(Cl)(Cl)Cl)Cl.[CH3:44][N:45]([CH3:49])[CH2:46][CH2:47][NH2:48]. (6) The reactants are [C:1]([O:5][C:6]([N:8]([CH3:55])[C@@H:9]([CH3:54])[C:10]([NH:12][C@H:13]([C:33](=[O:53])[C@H:34]1[C@H:39]([C:40](=[O:52])[NH:41][C@H:42]2[C:51]3[C:46](=[CH:47][CH:48]=[CH:49][CH:50]=3)[CH2:45][CH2:44][CH2:43]2)[CH2:38][CH:37]=[CH:36][CH2:35]1)[CH2:14][C:15]1[CH:32]=[CH:31][C:18]([O:19][CH2:20][C:21]2[CH:30]=[CH:29][C:24]([C:25]([O:27]C)=[O:26])=[CH:23][CH:22]=2)=[CH:17][CH:16]=1)=[O:11])=[O:7])([CH3:4])([CH3:3])[CH3:2].[OH-].[Na+].Cl. The catalyst is C1COCC1.CO. The product is [C:1]([O:5][C:6]([N:8]([CH3:55])[C@@H:9]([CH3:54])[C:10]([NH:12][C@H:13]([C:33](=[O:53])[C@H:34]1[C@H:39]([C:40](=[O:52])[NH:41][C@H:42]2[C:51]3[C:46](=[CH:47][CH:48]=[CH:49][CH:50]=3)[CH2:45][CH2:44][CH2:43]2)[CH2:38][CH:37]=[CH:36][CH2:35]1)[CH2:14][C:15]1[CH:32]=[CH:31][C:18]([O:19][CH2:20][C:21]2[CH:30]=[CH:29][C:24]([C:25]([OH:27])=[O:26])=[CH:23][CH:22]=2)=[CH:17][CH:16]=1)=[O:11])=[O:7])([CH3:3])([CH3:4])[CH3:2]. The yield is 0.900. (7) The reactants are [F:1][C:2]([F:19])([F:18])[CH:3]([OH:17])[CH2:4][CH2:5]OS(C1C=CC(C)=CC=1)(=O)=O.[N-:20]=[N+:21]=[N-:22].[Na+]. The catalyst is CS(C)=O.O. The product is [N:20]([CH2:5][CH2:4][CH:3]([OH:17])[C:2]([F:19])([F:18])[F:1])=[N+:21]=[N-:22]. The yield is 1.00. (8) The reactants are [CH2:1]([S:8][C:9]1[CH:10]=[CH:11][C:12]([NH:22][C:23]2[CH:28]=[CH:27][C:26]([Br:29])=[CH:25][C:24]=2[O:30][CH3:31])=[C:13](/[CH:15]=[CH:16]/[C:17]([O:19]CC)=O)[CH:14]=1)[C:2]1[CH:7]=[CH:6][CH:5]=[CH:4][CH:3]=1.CO.C[O-].[Na+]. The catalyst is C(Cl)Cl. The product is [CH2:1]([S:8][C:9]1[CH:14]=[C:13]2[C:12](=[CH:11][CH:10]=1)[N:22]([C:23]1[CH:28]=[CH:27][C:26]([Br:29])=[CH:25][C:24]=1[O:30][CH3:31])[C:17](=[O:19])[CH:16]=[CH:15]2)[C:2]1[CH:3]=[CH:4][CH:5]=[CH:6][CH:7]=1. The yield is 0.686. (9) The reactants are [O:1]1[CH2:6][CH2:5][N:4]([C:7]2[C:8]([NH2:19])=[N:9][CH:10]=[C:11]([N:13]3[CH2:18][CH2:17][O:16][CH2:15][CH2:14]3)[CH:12]=2)[CH2:3][CH2:2]1.C(O/[C:24](=[C:29](/[O:34]C(=O)C)\[C:30](OC)=[O:31])/[C:25]([O:27][CH3:28])=[O:26])(=O)C.C(O)(=O)C. The catalyst is CO. The product is [OH:34][C:29]1[C:30](=[O:31])[N:9]2[CH:10]=[C:11]([N:13]3[CH2:14][CH2:15][O:16][CH2:17][CH2:18]3)[CH:12]=[C:7]([N:4]3[CH2:5][CH2:6][O:1][CH2:2][CH2:3]3)[C:8]2=[N:19][C:24]=1[C:25]([O:27][CH3:28])=[O:26]. The yield is 0.330.